From a dataset of Catalyst prediction with 721,799 reactions and 888 catalyst types from USPTO. Predict which catalyst facilitates the given reaction. (1) Reactant: [O:1]1[CH2:5][CH2:4][CH:3]([CH:6]=[O:7])[CH2:2]1.[F-].C([N+](CCCC)(CCCC)CCCC)CCC.[F:26][C:27]([Si](C)(C)C)([F:29])[F:28]. Product: [F:26][C:27]([F:29])([F:28])[CH:6]([CH:3]1[CH2:4][CH2:5][O:1][CH2:2]1)[OH:7]. The catalyst class is: 7. (2) Reactant: [N:1]1([C:6]([NH2:8])=[O:7])[CH2:5][CH2:4][CH2:3][CH2:2]1.O=P(Cl)(Cl)Cl.C(N(CC)CC)C.[Cl:21][C:22]1[CH:23]=[C:24]([CH:43]=[CH:44][C:45]=1[Cl:46])[C:25]([NH:27][C@@H:28]1[C:37]2[C:32](=[CH:33][CH:34]=[C:35](N)[CH:36]=2)[CH2:31][CH2:30][C@H:29]1[O:39][C:40](=[O:42])[CH3:41])=[O:26]. Product: [Cl:21][C:22]1[CH:23]=[C:24]([CH:43]=[CH:44][C:45]=1[Cl:46])[C:25]([NH:27][C@@H:28]1[C:37]2[C:32](=[CH:33][CH:34]=[C:35]([NH:8][C:6]([N:1]3[CH2:5][CH2:4][CH2:3][CH2:2]3)=[O:7])[CH:36]=2)[CH2:31][CH2:30][C@H:29]1[O:39][C:40](=[O:42])[CH3:41])=[O:26]. The catalyst class is: 2. (3) Reactant: [CH:1]1(/[C:6](=[N:18]\[C:19]2[CH:28]=[CH:27][C:22]([C:23]([O:25]C)=[O:24])=[CH:21][CH:20]=2)/[C:7]2[O:8][C:9]3[CH:16]=[CH:15][C:14]([F:17])=[CH:13][C:10]=3[C:11]=2[CH3:12])[CH2:5][CH2:4][CH2:3][CH2:2]1.O1CCCC1.[OH-].[Na+]. Product: [CH:1]1(/[C:6](=[N:18]\[C:19]2[CH:28]=[CH:27][C:22]([C:23]([OH:25])=[O:24])=[CH:21][CH:20]=2)/[C:7]2[O:8][C:9]3[CH:16]=[CH:15][C:14]([F:17])=[CH:13][C:10]=3[C:11]=2[CH3:12])[CH2:5][CH2:4][CH2:3][CH2:2]1. The catalyst class is: 8. (4) Reactant: [F:1][C:2]1[CH:7]=[C:6]([F:8])[CH:5]=[CH:4][C:3]=1[C:9]1([C:23]2[CH:28]=[CH:27][C:26]([F:29])=[CH:25][C:24]=2[F:30])[O:13][C:12]2[CH:14]=[C:15]([F:22])[C:16]([S:18](Cl)(=[O:20])=[O:19])=[CH:17][C:11]=2[O:10]1.[NH:31]1[CH2:35][CH2:34][CH2:33][CH2:32]1. Product: [F:1][C:2]1[CH:7]=[C:6]([F:8])[CH:5]=[CH:4][C:3]=1[C:9]1([C:23]2[CH:28]=[CH:27][C:26]([F:29])=[CH:25][C:24]=2[F:30])[O:13][C:12]2[CH:14]=[C:15]([F:22])[C:16]([S:18]([N:31]3[CH2:35][CH2:34][CH2:33][CH2:32]3)(=[O:20])=[O:19])=[CH:17][C:11]=2[O:10]1. The catalyst class is: 757. (5) The catalyst class is: 52. Product: [CH:12]([C:13]1[C:14](=[O:15])[NH:10][C:5]2[C:6]([N:9]=1)=[CH:7][CH:8]=[C:3]([O:2][CH3:1])[CH:4]=2)([CH3:20])[CH3:11]. Reactant: [CH3:1][O:2][C:3]1[CH:4]=[C:5]([NH2:10])[C:6]([NH2:9])=[CH:7][CH:8]=1.[CH3:11][CH:12]([CH3:20])[C:13](=O)[C:14](OCC)=[O:15]. (6) Reactant: Cl[C:2]1[N:10]=[CH:9][N:8]=[C:7]2[C:3]=1[NH:4][CH:5]=[N:6]2.[F:11][C:12]1[CH:13]=[CH:14][C:15]2[N:19]=[C:18]([CH:20]([NH2:22])[CH3:21])[N:17]([C:23]3[CH:28]=[CH:27][CH:26]=[C:25]([F:29])[CH:24]=3)[C:16]=2[CH:30]=1.CCN(C(C)C)C(C)C. Product: [F:11][C:12]1[CH:13]=[CH:14][C:15]2[N:19]=[C:18]([CH:20]([NH:22][C:2]3[N:10]=[CH:9][N:8]=[C:7]4[C:3]=3[N:4]=[CH:5][NH:6]4)[CH3:21])[N:17]([C:23]3[CH:28]=[CH:27][CH:26]=[C:25]([F:29])[CH:24]=3)[C:16]=2[CH:30]=1. The catalyst class is: 51. (7) Reactant: C(O)(C(F)(F)F)=O.[NH2:8][C:9](=[O:44])[CH2:10][C:11]1[CH:43]=[CH:42][CH:41]=[CH:40][C:12]=1[CH2:13][CH2:14][C:15]1[C:20]([CH3:21])=[CH:19][N:18]=[C:17]([NH:22][C:23]2[CH:28]=[CH:27][C:26]([CH:29]3[CH2:32][N:31](C(OC(C)(C)C)=O)[CH2:30]3)=[CH:25][CH:24]=2)[N:16]=1. Product: [NH:31]1[CH2:32][CH:29]([C:26]2[CH:25]=[CH:24][C:23]([NH:22][C:17]3[N:16]=[C:15]([CH2:14][CH2:13][C:12]4[CH:40]=[CH:41][CH:42]=[CH:43][C:11]=4[CH2:10][C:9]([NH2:8])=[O:44])[C:20]([CH3:21])=[CH:19][N:18]=3)=[CH:28][CH:27]=2)[CH2:30]1. The catalyst class is: 2.